From a dataset of Peptide-MHC class II binding affinity with 134,281 pairs from IEDB. Regression. Given a peptide amino acid sequence and an MHC pseudo amino acid sequence, predict their binding affinity value. This is MHC class II binding data. The peptide sequence is RYANPIAFFRKEPLK. The MHC is HLA-DQA10301-DQB10301 with pseudo-sequence HLA-DQA10301-DQB10301. The binding affinity (normalized) is 0.313.